Dataset: Full USPTO retrosynthesis dataset with 1.9M reactions from patents (1976-2016). Task: Predict the reactants needed to synthesize the given product. (1) Given the product [CH2:7]([C:8]1[CH:13]=[CH:12][C:11]([B:16]([OH:17])[OH:15])=[CH:10][CH:9]=1)[CH2:6][CH3:5], predict the reactants needed to synthesize it. The reactants are: [Mg].II.Br[CH2:5][CH2:6][CH2:7][C:8]1[CH:13]=[CH:12][CH:11]=[CH:10][CH:9]=1.C[O:15][B:16](OC)[O:17]C. (2) Given the product [CH3:28][C:26]1[CH:25]=[CH:24][C:3]([C:4]([NH:6][C:7]2[CH:8]=[C:9]3[C:13](=[CH:14][CH:15]=2)[N:12]([CH2:16][CH2:17][C:18]2[CH:23]=[CH:22][CH:21]=[CH:20][N:19]=2)[CH2:11][CH2:10]3)=[O:5])=[C:2]([N:33]2[CH2:34][CH2:35][CH:30]([CH3:29])[CH2:31][CH2:32]2)[N:27]=1, predict the reactants needed to synthesize it. The reactants are: Cl[C:2]1[N:27]=[C:26]([CH3:28])[CH:25]=[CH:24][C:3]=1[C:4]([NH:6][C:7]1[CH:8]=[C:9]2[C:13](=[CH:14][CH:15]=1)[N:12]([CH2:16][CH2:17][C:18]1[CH:23]=[CH:22][CH:21]=[CH:20][N:19]=1)[CH2:11][CH2:10]2)=[O:5].[CH3:29][CH:30]1[CH2:35][CH2:34][NH:33][CH2:32][CH2:31]1.C(OCC)(=O)C.O. (3) Given the product [OH:24][CH2:23][CH:11]1[CH:10]([NH:9][CH:7]([C:1]2[CH:2]=[CH:3][CH:4]=[CH:5][CH:6]=2)[CH3:8])[CH2:15][CH2:14][N:13]([C:16]([O:18][C:19]([CH3:20])([CH3:22])[CH3:21])=[O:17])[CH2:12]1, predict the reactants needed to synthesize it. The reactants are: [C:1]1([CH:7]([NH:9][CH:10]2[CH2:15][CH2:14][N:13]([C:16]([O:18][C:19]([CH3:22])([CH3:21])[CH3:20])=[O:17])[CH2:12][CH:11]2[C:23](OCC)=[O:24])[CH3:8])[CH:6]=[CH:5][CH:4]=[CH:3][CH:2]=1.[H-].[Al+3].[Li+].[H-].[H-].[H-]. (4) Given the product [Cl:15][C:14]1[C:9]([N:8]([C:6](=[O:7])[C:5]2[CH:29]=[CH:30][C:2]([B:31]3[O:35][C:34]([CH3:37])([CH3:36])[C:33]([CH3:39])([CH3:38])[O:32]3)=[CH:3][CH:4]=2)[C@@H:16]2[CH2:21][CH2:20][CH2:19][N:18]([C:22]([O:24][C:25]([CH3:28])([CH3:27])[CH3:26])=[O:23])[CH2:17]2)=[N:10][CH:11]=[CH:12][CH:13]=1, predict the reactants needed to synthesize it. The reactants are: Br[C:2]1[CH:30]=[CH:29][C:5]([C:6]([N:8]([C@@H:16]2[CH2:21][CH2:20][CH2:19][N:18]([C:22]([O:24][C:25]([CH3:28])([CH3:27])[CH3:26])=[O:23])[CH2:17]2)[C:9]2[C:14]([Cl:15])=[CH:13][CH:12]=[CH:11][N:10]=2)=[O:7])=[CH:4][CH:3]=1.[B:31]1([B:31]2[O:35][C:34]([CH3:37])([CH3:36])[C:33]([CH3:39])([CH3:38])[O:32]2)[O:35][C:34]([CH3:37])([CH3:36])[C:33]([CH3:39])([CH3:38])[O:32]1.CC([O-])=O.[K+].